Dataset: Catalyst prediction with 721,799 reactions and 888 catalyst types from USPTO. Task: Predict which catalyst facilitates the given reaction. (1) Reactant: [OH:1][C@H:2]1[C@@H:7]2[O:8][CH:9]([C:12]3[CH:17]=[CH:16][CH:15]=[CH:14][CH:13]=3)[O:10][CH2:11][C@H:6]2[O:5][CH2:4][C@@H:3]1[O:18]C(=O)C.C1C=CC(P(C2C=CC=CC=2)C2C=CC=CC=2)=CC=1.C(O)(=O)C1C=CC=CC=1.N(C(OC(C)C)=O)=NC(OC(C)C)=O.C([O-])([O-])=O.[K+].[K+]. Product: [C:12]1([CH:9]2[O:8][C@H:7]3[C@@H:2]([OH:1])[C@@H:3]([OH:18])[CH2:4][O:5][C@@H:6]3[CH2:11][O:10]2)[CH:13]=[CH:14][CH:15]=[CH:16][CH:17]=1. The catalyst class is: 12. (2) Reactant: [N:1]1([CH2:6][CH2:7][CH2:8][NH2:9])[CH:5]=[CH:4][N:3]=[CH:2]1.[F:10][C:11]1[CH:18]=[CH:17][CH:16]=[CH:15][C:12]=1[CH:13]=O.C([O:21][C:22](=O)[C:23](=[O:34])[CH2:24][C:25]1[C:33]2[C:28](=[CH:29][CH:30]=[CH:31][CH:32]=2)[NH:27][CH:26]=1)C. Product: [F:10][C:11]1[CH:18]=[CH:17][CH:16]=[CH:15][C:12]=1[CH:13]1[N:9]([CH2:8][CH2:7][CH2:6][N:1]2[CH:5]=[CH:4][N:3]=[CH:2]2)[C:22](=[O:21])[C:23]([OH:34])=[C:24]1[C:25]1[C:33]2[C:28](=[CH:29][CH:30]=[CH:31][CH:32]=2)[NH:27][CH:26]=1. The catalyst class is: 8. (3) Reactant: [NH4+:1].[OH-].[Br:3][C:4]1[CH:5]=[C:6]([S:11](Cl)(=[O:13])=[O:12])[CH:7]=[C:8]([F:10])[CH:9]=1.O. Product: [Br:3][C:4]1[CH:5]=[C:6]([S:11]([NH2:1])(=[O:13])=[O:12])[CH:7]=[C:8]([F:10])[CH:9]=1. The catalyst class is: 12. (4) Reactant: [CH3:1][O:2][C:3]([CH:5]1[CH2:10][CH2:9][CH:8]([CH2:11][O:12]CC2C=CC=CC=2)[CH2:7][CH2:6]1)=[O:4]. Product: [CH3:1][O:2][C:3]([C@H:5]1[CH2:10][CH2:9][C@H:8]([CH2:11][OH:12])[CH2:7][CH2:6]1)=[O:4]. The catalyst class is: 19.